From a dataset of NCI-60 drug combinations with 297,098 pairs across 59 cell lines. Regression. Given two drug SMILES strings and cell line genomic features, predict the synergy score measuring deviation from expected non-interaction effect. (1) Drug 1: CN1CCC(CC1)COC2=C(C=C3C(=C2)N=CN=C3NC4=C(C=C(C=C4)Br)F)OC. Drug 2: CC1C(C(CC(O1)OC2CC(CC3=C2C(=C4C(=C3O)C(=O)C5=C(C4=O)C(=CC=C5)OC)O)(C(=O)C)O)N)O.Cl. Cell line: SF-295. Synergy scores: CSS=35.5, Synergy_ZIP=11.5, Synergy_Bliss=11.7, Synergy_Loewe=0.244, Synergy_HSA=12.6. (2) Drug 1: CC1CCCC2(C(O2)CC(NC(=O)CC(C(C(=O)C(C1O)C)(C)C)O)C(=CC3=CSC(=N3)C)C)C. Drug 2: COCCOC1=C(C=C2C(=C1)C(=NC=N2)NC3=CC=CC(=C3)C#C)OCCOC.Cl. Cell line: SNB-19. Synergy scores: CSS=41.8, Synergy_ZIP=11.2, Synergy_Bliss=17.6, Synergy_Loewe=-26.4, Synergy_HSA=7.28. (3) Drug 1: C1CN1C2=NC(=NC(=N2)N3CC3)N4CC4. Drug 2: C1CCN(CC1)CCOC2=CC=C(C=C2)C(=O)C3=C(SC4=C3C=CC(=C4)O)C5=CC=C(C=C5)O. Cell line: T-47D. Synergy scores: CSS=32.6, Synergy_ZIP=-3.14, Synergy_Bliss=-0.778, Synergy_Loewe=3.92, Synergy_HSA=3.59. (4) Drug 1: CCCS(=O)(=O)NC1=C(C(=C(C=C1)F)C(=O)C2=CNC3=C2C=C(C=N3)C4=CC=C(C=C4)Cl)F. Drug 2: CC1=C(C=C(C=C1)C(=O)NC2=CC(=CC(=C2)C(F)(F)F)N3C=C(N=C3)C)NC4=NC=CC(=N4)C5=CN=CC=C5. Cell line: HCT116. Synergy scores: CSS=1.53, Synergy_ZIP=0.743, Synergy_Bliss=2.04, Synergy_Loewe=0.648, Synergy_HSA=-0.511.